From a dataset of NCI-60 drug combinations with 297,098 pairs across 59 cell lines. Regression. Given two drug SMILES strings and cell line genomic features, predict the synergy score measuring deviation from expected non-interaction effect. (1) Drug 1: CC1=C2C(C(=O)C3(C(CC4C(C3C(C(C2(C)C)(CC1OC(=O)C(C(C5=CC=CC=C5)NC(=O)OC(C)(C)C)O)O)OC(=O)C6=CC=CC=C6)(CO4)OC(=O)C)OC)C)OC. Drug 2: CCC1=C2CN3C(=CC4=C(C3=O)COC(=O)C4(CC)O)C2=NC5=C1C=C(C=C5)O. Cell line: NCIH23. Synergy scores: CSS=58.8, Synergy_ZIP=4.17, Synergy_Bliss=3.56, Synergy_Loewe=2.80, Synergy_HSA=7.36. (2) Drug 1: CNC(=O)C1=CC=CC=C1SC2=CC3=C(C=C2)C(=NN3)C=CC4=CC=CC=N4. Drug 2: C1=C(C(=O)NC(=O)N1)F. Cell line: T-47D. Synergy scores: CSS=29.3, Synergy_ZIP=-5.62, Synergy_Bliss=-3.74, Synergy_Loewe=-4.69, Synergy_HSA=-4.13. (3) Drug 1: C1CC(=O)NC(=O)C1N2CC3=C(C2=O)C=CC=C3N. Drug 2: N.N.Cl[Pt+2]Cl. Cell line: COLO 205. Synergy scores: CSS=-3.96, Synergy_ZIP=2.61, Synergy_Bliss=3.51, Synergy_Loewe=-2.35, Synergy_HSA=-3.23. (4) Drug 1: C1=CC(=CC=C1CC(C(=O)O)N)N(CCCl)CCCl.Cl. Drug 2: C1=CN(C(=O)N=C1N)C2C(C(C(O2)CO)O)O.Cl. Cell line: HCT116. Synergy scores: CSS=59.9, Synergy_ZIP=1.66, Synergy_Bliss=1.43, Synergy_Loewe=-17.1, Synergy_HSA=4.34. (5) Drug 1: CCCS(=O)(=O)NC1=C(C(=C(C=C1)F)C(=O)C2=CNC3=C2C=C(C=N3)C4=CC=C(C=C4)Cl)F. Drug 2: C1C(C(OC1N2C=NC(=NC2=O)N)CO)O. Cell line: SF-268. Synergy scores: CSS=3.85, Synergy_ZIP=2.08, Synergy_Bliss=5.47, Synergy_Loewe=-3.63, Synergy_HSA=-0.0863.